From a dataset of Catalyst prediction with 721,799 reactions and 888 catalyst types from USPTO. Predict which catalyst facilitates the given reaction. (1) Reactant: [CH:1]1([CH2:4][NH2:5])[CH2:3][CH2:2]1.CN(C(ON1N=NC2C=CC=NC1=2)=[N+](C)C)C.F[P-](F)(F)(F)(F)F.CCN(C(C)C)C(C)C.[C:39]([C:43]1[N:47]([CH2:48][CH:49]2[CH2:54][CH2:53][O:52][CH2:51][CH2:50]2)[C:46]2[CH:55]=[CH:56][C:57]([S:59]([N:62]3[CH:66]=[C:65]([C:67](O)=[O:68])[CH:64]=[N:63]3)(=[O:61])=[O:60])=[CH:58][C:45]=2[N:44]=1)([CH3:42])([CH3:41])[CH3:40]. Product: [C:39]([C:43]1[N:47]([CH2:48][CH:49]2[CH2:54][CH2:53][O:52][CH2:51][CH2:50]2)[C:46]2[CH:55]=[CH:56][C:57]([S:59]([N:62]3[CH:66]=[C:65]([C:67]([NH:5][CH2:4][CH:1]4[CH2:3][CH2:2]4)=[O:68])[CH:64]=[N:63]3)(=[O:61])=[O:60])=[CH:58][C:45]=2[N:44]=1)([CH3:42])([CH3:40])[CH3:41]. The catalyst class is: 3. (2) Reactant: [F:1][C:2]1[CH:3]=[C:4]2[C:8](=[CH:9][CH:10]=1)[NH:7][C:6](=[O:11])[CH2:5]2.C[Si]([N-][Si](C)(C)C)(C)C.[Li+].[CH3:22][CH:23]1[O:27][C:26](=O)[C:25]2[S:29][CH:30]=[CH:31][C:24]1=2.Cl. Product: [F:1][C:2]1[CH:3]=[C:4]2[C:8](=[CH:9][CH:10]=1)[NH:7][C:6](=[O:11])[C:5]2=[C:26]1[C:25]2[S:29][CH:30]=[CH:31][C:24]=2[CH:23]([CH3:22])[O:27]1. The catalyst class is: 1. (3) Reactant: CC([Si](C1C=CC=CC=1)(C1C=CC=CC=1)[O:6][C:7]1[C:15]2[N:14]=[C:13]([CH3:16])[N:12]([CH2:17][C:18]3[C:27]4[C:22](=[CH:23][CH:24]=[CH:25][CH:26]=4)[CH:21]=[CH:20][CH:19]=3)[C:11]=2[CH:10]=[C:9]([N:28]2[CH2:33][CH2:32][O:31][CH2:30][CH2:29]2)[CH:8]=1)(C)C.CCCC[N+](CCCC)(CCCC)CCCC.[F-]. Product: [CH3:16][C:13]1[N:12]([CH2:17][C:18]2[C:27]3[C:22](=[CH:23][CH:24]=[CH:25][CH:26]=3)[CH:21]=[CH:20][CH:19]=2)[C:11]2[CH:10]=[C:9]([N:28]3[CH2:33][CH2:32][O:31][CH2:30][CH2:29]3)[CH:8]=[C:7]([OH:6])[C:15]=2[N:14]=1. The catalyst class is: 1. (4) Reactant: [F:1][C:2]([F:35])([F:34])[C:3]1[CH:4]=[C:5]([CH:27]=[C:28]([C:30]([F:33])([F:32])[F:31])[CH:29]=1)[CH2:6][N:7]([C:21]1[N:22]=[N:23][N:24]([CH3:26])[N:25]=1)[C@@H:8]1[C:14]2[CH:15]=[C:16]([CH3:20])[CH:17]=[C:18]([CH3:19])[C:13]=2[NH:12][CH2:11][CH2:10][CH2:9]1.[Na].[CH:37]([C@H:39]1[CH2:44][CH2:43][C@H:42]([C:45]([O-:47])=[O:46])[CH2:41][CH2:40]1)=O.[NH4+].[Cl-].[C:50]1(C)C=CC=CC=1. Product: [CH3:50][O:47][C:45]([C@H:42]1[CH2:43][CH2:44][C@H:39]([CH2:37][N:12]2[C:13]3[C:18]([CH3:19])=[CH:17][C:16]([CH3:20])=[CH:15][C:14]=3[C@@H:8]([N:7]([CH2:6][C:5]3[CH:27]=[C:28]([C:30]([F:33])([F:32])[F:31])[CH:29]=[C:3]([C:2]([F:34])([F:1])[F:35])[CH:4]=3)[C:21]3[N:22]=[N:23][N:24]([CH3:26])[N:25]=3)[CH2:9][CH2:10][CH2:11]2)[CH2:40][CH2:41]1)=[O:46]. The catalyst class is: 192. (5) Reactant: [NH2:1][C@H:2]1[CH2:11][CH2:10][C:9]2[C:8]([S:12]([NH:15][C:16]3[CH:21]=[CH:20][C:19]([F:22])=[C:18]([F:23])[CH:17]=3)(=[O:14])=[O:13])=[CH:7][CH:6]=[C:5]([O:24][CH3:25])[C:4]=2[CH2:3]1.Br[CH2:27][CH2:28][CH2:29][CH2:30]Br.CCN(C(C)C)C(C)C. Product: [F:23][C:18]1[CH:17]=[C:16]([NH:15][S:12]([C:8]2[C:9]3[CH2:10][CH2:11][C@H:2]([N:1]4[CH2:30][CH2:29][CH2:28][CH2:27]4)[CH2:3][C:4]=3[C:5]([O:24][CH3:25])=[CH:6][CH:7]=2)(=[O:13])=[O:14])[CH:21]=[CH:20][C:19]=1[F:22]. The catalyst class is: 10. (6) Reactant: [I:1][C:2]1[NH:6][N:5]=[CH:4][C:3]=1[C:7]1[CH:12]=[CH:11][N:10]=[C:9]([S:13][CH3:14])[N:8]=1.C([O-])([O-])=O.[K+].[K+].[F:21][CH:22]([F:25])[CH2:23]I.C(Cl)Cl. Product: [F:21][CH:22]([F:25])[CH2:23][N:5]1[CH:4]=[C:3]([C:7]2[CH:12]=[CH:11][N:10]=[C:9]([S:13][CH3:14])[N:8]=2)[C:2]([I:1])=[N:6]1. The catalyst class is: 121. (7) Reactant: NC1C2N=C(NC(=O)C)NC=2C=CC=1.[CH3:15][O:16][C:17]1[CH:22]=[CH:21][CH:20]=[CH:19][C:18]=1[NH:23][C:24](=[S:44])[NH:25][C:26]1[C:34]2[N:33]=[C:32]([NH:35][C:36](=[O:43])[C:37]3C=CC=CC=3)[NH:31][C:30]=2[CH:29]=[CH:28][CH:27]=1. Product: [CH3:15][O:16][C:17]1[CH:22]=[CH:21][CH:20]=[CH:19][C:18]=1[NH:23][C:24](=[S:44])[NH:25][C:26]1[C:34]2[N:33]=[C:32]([NH:35][C:36](=[O:43])[CH3:37])[NH:31][C:30]=2[CH:29]=[CH:28][CH:27]=1. The catalyst class is: 16. (8) Reactant: C([O:3][C:4]([CH:6]1[CH:11]([NH:12][S:13]([C:16]2[CH:21]=[CH:20][C:19]([O:22][CH2:23][C:24]3[C:33]4[C:28](=[CH:29][CH:30]=[CH:31][CH:32]=4)[N:27]=[C:26]([CH3:34])[CH:25]=3)=[CH:18][CH:17]=2)(=[O:15])=[O:14])[CH2:10][CH2:9][N:8]([C:35](=[O:37])[CH3:36])[CH2:7]1)=[O:5])C.Cl. Product: [C:35]([N:8]1[CH2:9][CH2:10][CH:11]([NH:12][S:13]([C:16]2[CH:17]=[CH:18][C:19]([O:22][CH2:23][C:24]3[C:33]4[C:28](=[CH:29][CH:30]=[CH:31][CH:32]=4)[N:27]=[C:26]([CH3:34])[CH:25]=3)=[CH:20][CH:21]=2)(=[O:15])=[O:14])[CH:6]([C:4]([OH:5])=[O:3])[CH2:7]1)(=[O:37])[CH3:36]. The catalyst class is: 12.